Dataset: Reaction yield outcomes from USPTO patents with 853,638 reactions. Task: Predict the reaction yield, written as a fraction of the theoretical maximum amount of product (1.0 means a 100% yield; for example, 0.34 means a 34% yield). (1) The reactants are [CH3:1][O:2][C:3]1[CH:4]=[C:5]([CH:11]=[CH:12][C:13]=1[O:14][CH2:15][CH:16]1[CH2:21][CH2:20][N:19]([CH3:22])[CH2:18][CH2:17]1)[C:6]([O:8][CH2:9][CH3:10])=[O:7].C(O)(C(F)(F)F)=O.[N+:30]([O-])([OH:32])=[O:31]. The catalyst is C(Cl)Cl. The product is [CH3:1][O:2][C:3]1[CH:4]=[C:5]([C:11]([N+:30]([O-:32])=[O:31])=[CH:12][C:13]=1[O:14][CH2:15][CH:16]1[CH2:17][CH2:18][N:19]([CH3:22])[CH2:20][CH2:21]1)[C:6]([O:8][CH2:9][CH3:10])=[O:7]. The yield is 0.820. (2) The reactants are [CH3:1][C:2]1([CH3:11])[C:6]2([CH3:10])[C:7]([CH2:9][CH:3]1[CH2:4][CH2:5]2)=[O:8].[NH2-].[Na+].Br[CH2:15][CH2:16][CH2:17]Br. The catalyst is C1(C)C=CC=CC=1. The product is [CH3:10][C@:6]12[C:2]([CH3:11])([CH3:1])[C@H:3]([CH2:4][CH2:5]1)[C:9]1([CH2:17][CH2:16][CH2:15]1)[C:7]2=[O:8]. The yield is 0.299. (3) The reactants are [O:1]([C:9]1[CH:17]=[CH:16][CH:15]=[C:14]2[C:10]=1[CH2:11][CH2:12][C:13]2=O)[Si](C(C)(C)C)(C)C.[BH4-].[Na+].Cl.C(O)(=O)C(O)=O.[F-].C([N+](CCCC)(CCCC)CCCC)CCC.[NH4+].[Cl-]. The catalyst is CO.C1COCC1. The product is [OH:1][C:9]1[CH:17]=[CH:16][CH:15]=[C:14]2[C:10]=1[CH:11]=[CH:12][CH2:13]2. The yield is 0.651. (4) The reactants are [Cl:1][C:2]1[CH:3]=[CH:4][C:5]2[NH:16][C:15](=[O:17])[O:14][C:8]3([CH2:13][CH2:12][NH:11][CH2:10][CH2:9]3)[C:6]=2[CH:7]=1.Br[CH2:19][CH2:20][CH:21]=[C:22]1[C:28]2[CH:29]=[CH:30][CH:31]=[N:32][C:27]=2[CH2:26][O:25][C:24]2[CH:33]=[CH:34][C:35]([C:37]([OH:40])([CH3:39])[CH3:38])=[CH:36][C:23]1=2.[I-].[K+]. The catalyst is C(O)(C)C. The product is [Cl:1][C:2]1[CH:3]=[CH:4][C:5]2[N:16]([CH2:19][CH2:20][CH:21]=[C:22]3[C:28]4[CH:29]=[CH:30][CH:31]=[N:32][C:27]=4[CH2:26][O:25][C:24]4[CH:33]=[CH:34][C:35]([C:37]([OH:40])([CH3:39])[CH3:38])=[CH:36][C:23]3=4)[C:15](=[O:17])[O:14][C:8]3([CH2:13][CH2:12][NH:11][CH2:10][CH2:9]3)[C:6]=2[CH:7]=1. The yield is 0.100. (5) The product is [CH3:1][O:2][C:3]1[CH:4]=[C:5]([NH:15][C:16]2[N:20]=[C:19]3[N:21]=[CH:24][CH:25]=[C:26]([C:28]4[CH:33]=[CH:32][N:31]=[CH:30][CH:29]=4)[N:18]3[N:17]=2)[CH:6]=[CH:7][C:8]=1[N:9]1[CH:13]=[C:12]([CH3:14])[N:11]=[CH:10]1. The reactants are [CH3:1][O:2][C:3]1[CH:4]=[C:5]([NH:15][C:16]2[NH:20][C:19]([NH2:21])=[N:18][N:17]=2)[CH:6]=[CH:7][C:8]=1[N:9]1[CH:13]=[C:12]([CH3:14])[N:11]=[CH:10]1.CN(C)/[CH:24]=[CH:25]/[C:26]([C:28]1[CH:33]=[CH:32][N:31]=[CH:30][CH:29]=1)=O. The catalyst is C(O)(=O)C. The yield is 0.320. (6) The reactants are C(N(CC)[C:4]([C:6]1[CH:7]=[CH:8][CH:9]=[C:10]2[C:14]=1[NH:13][CH:12]=[C:11]2[CH2:15][C:16]([O:18]C)=O)=O)C.[BH4-].[Na+].[CH3:24][OH:25]. The catalyst is O1CCCC1. The product is [CH2:12]([N:13]([CH2:14][CH3:6])[C:24]([CH2:4][C:6]1[CH:7]=[CH:8][CH:9]=[C:10]2[C:14]=1[NH:13][CH:12]=[C:11]2[CH2:15][CH2:16][OH:18])=[O:25])[CH3:11]. The yield is 0.920. (7) The reactants are [Cl:1][C:2]1[CH:7]=[CH:6][C:5]([N:8]=[C:9]=[O:10])=[CH:4][C:3]=1[C:11]([F:14])([F:13])[F:12].[CH3:15][NH:16][C:17]([C:19]1[CH:24]=[C:23]([O:25][C:26]2[CH:32]=[CH:31][C:29]([NH2:30])=[CH:28][CH:27]=2)[CH:22]=[CH:21][N:20]=1)=[O:18]. The catalyst is C(Cl)Cl. The product is [Cl:1][C:2]1[CH:7]=[CH:6][C:5]([NH:8][C:9]([NH:30][C:29]2[CH:28]=[CH:27][C:26]([O:25][C:23]3[CH:22]=[CH:21][N:20]=[C:19]([C:17](=[O:18])[NH:16][CH3:15])[CH:24]=3)=[CH:32][CH:31]=2)=[O:10])=[CH:4][C:3]=1[C:11]([F:12])([F:13])[F:14]. The yield is 0.930.